This data is from Full USPTO retrosynthesis dataset with 1.9M reactions from patents (1976-2016). The task is: Predict the reactants needed to synthesize the given product. (1) Given the product [CH3:15][C:12]1([CH3:14])[C:11]([CH3:16])([CH3:17])[O:10][B:9]([C:25]2[CH:26]=[C:27]3[C:31](=[CH:32][CH:33]=2)[C:30](=[O:34])[NH:29][CH2:28]3)[O:13]1, predict the reactants needed to synthesize it. The reactants are: [CH3:16][C:11]1([CH3:17])[C:12]([CH3:15])([CH3:14])[O:13][B:9]([B:9]2[O:13][C:12]([CH3:15])([CH3:14])[C:11]([CH3:17])([CH3:16])[O:10]2)[O:10]1.CC([O-])=O.[K+].Br[C:25]1[CH:26]=[C:27]2[C:31](=[CH:32][CH:33]=1)[C:30](=[O:34])[NH:29][CH2:28]2. (2) Given the product [CH3:2][O:3][C:4]([C:5]1[CH:10]=[N:18][NH:19][CH:6]=1)=[O:12], predict the reactants needed to synthesize it. The reactants are: [Na].[CH3:2][O:3][CH:4]([O:12]C)[C:5](=[CH:10]O)[C:6](OC)=O.C(O)C.O.[NH2:18][NH2:19]. (3) Given the product [N:21]1[CH:20]=[CH:19][C:24]([C:2]2[CH:7]=[C:6]([O:8][C:9]([F:12])([F:11])[F:10])[CH:5]=[CH:4][C:3]=2[OH:13])=[CH:23][N:22]=1, predict the reactants needed to synthesize it. The reactants are: I[C:2]1[CH:7]=[C:6]([O:8][C:9]([F:12])([F:11])[F:10])[CH:5]=[CH:4][C:3]=1[OH:13].C([Sn](CCCC)(CCCC)[C:19]1[CH:24]=[CH:23][N:22]=[N:21][CH:20]=1)CCC.[F-].[Cs+]. (4) Given the product [Cl:1][C:2]1[CH:3]=[CH:4][C:5]([C:8]2[N:13]=[C:12]([N:14]3[CH2:17][C:16]([NH:21][CH2:22][CH3:23])([C:18]([NH2:20])=[O:19])[CH2:15]3)[N:11]3[C:24](=[O:27])[N:25]([CH2:42][CH3:43])[N:26]=[C:10]3[C:9]=2[C:28]2[CH:29]=[CH:30][C:31]([Cl:34])=[CH:32][CH:33]=2)=[CH:6][CH:7]=1, predict the reactants needed to synthesize it. The reactants are: [Cl:1][C:2]1[CH:7]=[CH:6][C:5]([C:8]2[N:13]=[C:12]([N:14]3[CH2:17][C:16]([NH:21][CH2:22][CH3:23])([C:18]([NH2:20])=[O:19])[CH2:15]3)[N:11]3[C:24](=[O:27])[NH:25][N:26]=[C:10]3[C:9]=2[C:28]2[CH:33]=[CH:32][C:31]([Cl:34])=[CH:30][CH:29]=2)=[CH:4][CH:3]=1.C([O-])([O-])=O.[K+].[K+].I[CH2:42][CH3:43].O. (5) The reactants are: [CH:1]1([NH:6][C:7]2[C:12](/[CH:13]=[CH:14]/[S:15]([C:18]3[CH:23]=[CH:22][C:21]([O:24][CH3:25])=[CH:20][CH:19]=3)(=[O:17])=[O:16])=[CH:11][N:10]=[C:9](S(C)=O)[N:8]=2)[CH2:5][CH2:4][CH2:3][CH2:2]1.[CH3:29][O:30][C:31]1[CH:37]=[CH:36][C:34]([NH2:35])=[CH:33][CH:32]=1. Given the product [CH:1]1([NH:6][C:7]2[C:12](/[CH:13]=[CH:14]/[S:15]([C:18]3[CH:23]=[CH:22][C:21]([O:24][CH3:25])=[CH:20][CH:19]=3)(=[O:17])=[O:16])=[CH:11][N:10]=[C:9]([NH:35][C:34]3[CH:36]=[CH:37][C:31]([O:30][CH3:29])=[CH:32][CH:33]=3)[N:8]=2)[CH2:5][CH2:4][CH2:3][CH2:2]1, predict the reactants needed to synthesize it. (6) Given the product [C:1]([C:4]1[CH:16]=[CH:15][C:7]([O:8][CH2:9][C:10]([O:12][CH2:13][CH3:14])=[O:11])=[CH:6][C:5]=1[NH2:17])(=[O:3])[CH3:2], predict the reactants needed to synthesize it. The reactants are: [C:1]([C:4]1[CH:16]=[CH:15][C:7]([O:8][CH2:9][C:10]([O:12][CH2:13][CH3:14])=[O:11])=[CH:6][C:5]=1[N+:17]([O-])=O)(=[O:3])[CH3:2].